This data is from Peptide-MHC class II binding affinity with 134,281 pairs from IEDB. The task is: Regression. Given a peptide amino acid sequence and an MHC pseudo amino acid sequence, predict their binding affinity value. This is MHC class II binding data. (1) The peptide sequence is WAKNIQTAINQVRSL. The MHC is DRB1_0301 with pseudo-sequence DRB1_0301. The binding affinity (normalized) is 0.779. (2) The peptide sequence is AKKVAATAANAAPAN. The MHC is DRB1_0901 with pseudo-sequence DRB1_0901. The binding affinity (normalized) is 0.268.